Dataset: Catalyst prediction with 721,799 reactions and 888 catalyst types from USPTO. Task: Predict which catalyst facilitates the given reaction. (1) Reactant: [CH2:1]([N:8]1[CH2:12][C@@H:11]([CH2:13][NH:14][CH:15]([CH3:17])[CH3:16])[C@@H:10]([CH2:18][OH:19])[CH2:9]1)[C:2]1[CH:7]=[CH:6][CH:5]=[CH:4][CH:3]=1.[C:20]([O-:23])([OH:22])=O.[Na+].[CH3:25][C:26]([O:29][C:30](O[C:30]([O:29][C:26]([CH3:28])([CH3:27])[CH3:25])=[O:31])=[O:31])([CH3:28])[CH3:27]. Product: [C:26]([O:29][C:30](=[O:31])[O:19][CH2:18][C@@H:10]1[C@H:11]([CH2:13][N:14]([C:20]([O:23][C:2]([CH3:7])([CH3:3])[CH3:1])=[O:22])[CH:15]([CH3:16])[CH3:17])[CH2:12][N:8]([CH2:1][C:2]2[CH:3]=[CH:4][CH:5]=[CH:6][CH:7]=2)[CH2:9]1)([CH3:28])([CH3:27])[CH3:25]. The catalyst class is: 5. (2) Reactant: [Br:1][C:2]1[CH:17]=[CH:16][C:5]([CH2:6][CH:7]([C:12](=O)[CH2:13][CH3:14])[C:8](=O)[CH2:9][CH3:10])=[CH:4][CH:3]=1.[NH2:18][NH2:19]. Product: [Br:1][C:2]1[CH:17]=[CH:16][C:5]([CH2:6][C:7]2[C:12]([CH2:13][CH3:14])=[N:18][NH:19][C:8]=2[CH2:9][CH3:10])=[CH:4][CH:3]=1. The catalyst class is: 8. (3) Reactant: C=O.[F:3][C:4]1[CH:13]=[C:12]2[C:7]([C:8]([CH2:16][N:17]3[CH2:21][CH2:20][CH:19]([C:22]4([C:28]5[CH:33]=[CH:32][C:31]([F:34])=[CH:30][CH:29]=5)[CH2:27][CH2:26][NH:25][CH2:24][CH2:23]4)[C:18]3=[O:35])=[CH:9][C:10]([C:14]#[N:15])=[CH:11]2)=[CH:6][CH:5]=1.[BH-](OC(C)=O)(OC(C)=O)O[C:38](C)=O.[Na+]. Product: [F:3][C:4]1[CH:13]=[C:12]2[C:7]([C:8]([CH2:16][N:17]3[CH2:21][CH2:20][CH:19]([C:22]4([C:28]5[CH:29]=[CH:30][C:31]([F:34])=[CH:32][CH:33]=5)[CH2:27][CH2:26][N:25]([CH3:38])[CH2:24][CH2:23]4)[C:18]3=[O:35])=[CH:9][C:10]([C:14]#[N:15])=[CH:11]2)=[CH:6][CH:5]=1. The catalyst class is: 578.